Task: Predict the reaction yield, written as a fraction of the theoretical maximum amount of product (1.0 means a 100% yield; for example, 0.34 means a 34% yield).. Dataset: Reaction yield outcomes from USPTO patents with 853,638 reactions (1) The reactants are [Cl:1]Cl.[Cl:3][C:4]1[NH:8][N:7]=[C:6]([C:9]([OH:11])=[O:10])[CH:5]=1. The catalyst is O. The product is [Cl:1][C:5]1[C:6]([C:9]([OH:11])=[O:10])=[N:7][NH:8][C:4]=1[Cl:3]. The yield is 0.860. (2) The reactants are [Cl:1][C:2]1[CH:7]=[CH:6][CH:5]=[C:4]([F:8])[C:3]=1[C:9]1[NH:10][C:11]2[C:16]([CH:17]=1)=[CH:15][C:14](B1OC(C)(C)C(C)(C)O1)=[CH:13][CH:12]=2.Br[C:28]1[CH:33]=[CH:32][C:31]([C:34]2[O:35][CH:36]=[N:37][N:38]=2)=[CH:30][C:29]=1C.[C:40]([O-])([O-])=O.[K+].[K+]. The catalyst is O1CCOCC1.C1C=CC(P(C2C=CC=CC=2)[C-]2C=CC=C2)=CC=1.C1C=CC(P(C2C=CC=CC=2)[C-]2C=CC=C2)=CC=1.Cl[Pd]Cl.[Fe+2]. The product is [Cl:1][C:2]1[CH:7]=[CH:6][CH:5]=[C:4]([F:8])[C:3]=1[C:9]1[NH:10][C:11]2[C:16]([CH:17]=1)=[CH:15][C:14]([C:30]1[CH:29]=[CH:28][CH:33]=[CH:32][C:31]=1[C:34]1([CH3:40])[NH:38][N:37]=[CH:36][O:35]1)=[CH:13][CH:12]=2. The yield is 0.200. (3) The reactants are [N:1]1([CH2:6][CH2:7][C:8]2[CH:13]=[CH:12][N:11]=[CH:10][C:9]=2[NH:14]C(=O)OC(C)(C)C)[CH2:5][CH2:4][CH2:3][CH2:2]1.FC(F)(F)C(O)=O. The catalyst is C(Cl)Cl. The product is [N:1]1([CH2:6][CH2:7][C:8]2[CH:13]=[CH:12][N:11]=[CH:10][C:9]=2[NH2:14])[CH2:5][CH2:4][CH2:3][CH2:2]1. The yield is 0.800. (4) The reactants are [CH3:1][O:2][C:3]1[CH:4]=[C:5]([CH2:9][CH2:10]O)[CH:6]=[CH:7][CH:8]=1.C1C=CC(P(C2C=CC=CC=2)C2C=CC=CC=2)=CC=1.C(Br)(Br)(Br)[Br:32]. The catalyst is C(Cl)Cl.O. The product is [Br:32][CH2:10][CH2:9][C:5]1[CH:6]=[CH:7][CH:8]=[C:3]([O:2][CH3:1])[CH:4]=1. The yield is 0.850. (5) The reactants are [C:1]([O:5][C:6]([N:8]1[C:12]([CH3:13])=[CH:11][CH:10]=[C:9]1[CH3:14])=[O:7])([CH3:4])([CH3:3])[CH3:2].[C:15]([C:21]([O:23][CH3:24])=[O:22])#[C:16][C:17]([O:19][CH3:20])=[O:18]. No catalyst specified. The product is [CH3:20][O:19][C:17]([C:16]1[C:12]2([CH3:13])[N:8]([C:6]([O:5][C:1]([CH3:4])([CH3:3])[CH3:2])=[O:7])[C:9]([CH3:14])([C:15]=1[C:21]([O:23][CH3:24])=[O:22])[CH:10]=[CH:11]2)=[O:18]. The yield is 0.500. (6) The reactants are C([O:3][C:4](=[O:17])[C:5]1[CH:10]=[CH:9][C:8]([C:11]2[CH:16]=[CH:15][N:14]=[CH:13][CH:12]=2)=[CH:7][CH:6]=1)C.[ClH:18]. The catalyst is O. The product is [ClH:18].[N:14]1[CH:15]=[CH:16][C:11]([C:8]2[CH:9]=[CH:10][C:5]([C:4]([OH:17])=[O:3])=[CH:6][CH:7]=2)=[CH:12][CH:13]=1. The yield is 0.850. (7) The reactants are [CH2:1]1[C:9]2[C:4](=[CH:5][CH:6]=[CH:7][CH:8]=2)[CH2:3][N:2]1[N:10]([CH3:39])[C:11](=[O:38])[CH2:12][N:13]([C:30]1[CH:35]=[CH:34][C:33](I)=[CH:32][C:31]=1[CH3:37])[CH2:14][C:15]([NH:17][CH2:18][CH2:19][N:20]([C:23]([O:25][C:26]([CH3:29])([CH3:28])[CH3:27])=[O:24])[CH2:21][CH3:22])=[O:16].[O:40]=[C:41]1[NH:45][CH2:44][CH:43]([C:46]([O:48][CH3:49])=[O:47])[CH2:42]1. No catalyst specified. The product is [CH2:1]1[C:9]2[C:4](=[CH:5][CH:6]=[CH:7][CH:8]=2)[CH2:3][N:2]1[N:10]([CH3:39])[C:11](=[O:38])[CH2:12][N:13]([C:30]1[CH:35]=[CH:34][C:33]([N:45]2[CH2:44][CH:43]([C:46]([O:48][CH3:49])=[O:47])[CH2:42][C:41]2=[O:40])=[CH:32][C:31]=1[CH3:37])[CH2:14][C:15]([NH:17][CH2:18][CH2:19][N:20]([C:23]([O:25][C:26]([CH3:29])([CH3:28])[CH3:27])=[O:24])[CH2:21][CH3:22])=[O:16]. The yield is 0.720.